This data is from Peptide-MHC class I binding affinity with 185,985 pairs from IEDB/IMGT. The task is: Regression. Given a peptide amino acid sequence and an MHC pseudo amino acid sequence, predict their binding affinity value. This is MHC class I binding data. (1) The binding affinity (normalized) is 0.584. The peptide sequence is MSPDNALIY. The MHC is HLA-A01:01 with pseudo-sequence HLA-A01:01. (2) The peptide sequence is VLYGPDTPI. The MHC is HLA-A02:03 with pseudo-sequence HLA-A02:03. The binding affinity (normalized) is 0.633. (3) The peptide sequence is IPRLGGMAF. The MHC is HLA-A11:01 with pseudo-sequence HLA-A11:01. The binding affinity (normalized) is 0.0847. (4) The peptide sequence is YIDWMVSVP. The MHC is HLA-A02:12 with pseudo-sequence HLA-A02:12. The binding affinity (normalized) is 0.0847. (5) The peptide sequence is YLFGGFSTL. The MHC is HLA-B07:02 with pseudo-sequence HLA-B07:02. The binding affinity (normalized) is 0.174. (6) The peptide sequence is QLFKPLTKK. The MHC is HLA-A01:01 with pseudo-sequence HLA-A01:01. The binding affinity (normalized) is 0.0847.